From a dataset of Peptide-MHC class I binding affinity with 185,985 pairs from IEDB/IMGT. Regression. Given a peptide amino acid sequence and an MHC pseudo amino acid sequence, predict their binding affinity value. This is MHC class I binding data. (1) The peptide sequence is EEVVENPTI. The MHC is HLA-B44:03 with pseudo-sequence HLA-B44:03. The binding affinity (normalized) is 0.385. (2) The peptide sequence is TTLSLDYAWK. The MHC is HLA-A68:01 with pseudo-sequence HLA-A68:01. The binding affinity (normalized) is 0.756.